This data is from NCI-60 drug combinations with 297,098 pairs across 59 cell lines. The task is: Regression. Given two drug SMILES strings and cell line genomic features, predict the synergy score measuring deviation from expected non-interaction effect. (1) Drug 1: C1CC(=O)NC(=O)C1N2CC3=C(C2=O)C=CC=C3N. Drug 2: CC1=C(N=C(N=C1N)C(CC(=O)N)NCC(C(=O)N)N)C(=O)NC(C(C2=CN=CN2)OC3C(C(C(C(O3)CO)O)O)OC4C(C(C(C(O4)CO)O)OC(=O)N)O)C(=O)NC(C)C(C(C)C(=O)NC(C(C)O)C(=O)NCCC5=NC(=CS5)C6=NC(=CS6)C(=O)NCCC[S+](C)C)O. Cell line: NCI-H226. Synergy scores: CSS=25.4, Synergy_ZIP=-3.73, Synergy_Bliss=-0.672, Synergy_Loewe=-45.6, Synergy_HSA=2.23. (2) Drug 1: C(CN)CNCCSP(=O)(O)O. Drug 2: CC12CCC3C(C1CCC2OP(=O)(O)O)CCC4=C3C=CC(=C4)OC(=O)N(CCCl)CCCl.[Na+]. Cell line: RPMI-8226. Synergy scores: CSS=16.4, Synergy_ZIP=0.619, Synergy_Bliss=-2.08, Synergy_Loewe=4.09, Synergy_HSA=-1.75. (3) Drug 1: C1=CN(C(=O)N=C1N)C2C(C(C(O2)CO)O)O.Cl. Drug 2: C(=O)(N)NO. Cell line: HCT-15. Synergy scores: CSS=34.6, Synergy_ZIP=-11.6, Synergy_Bliss=-4.35, Synergy_Loewe=-51.2, Synergy_HSA=-3.63. (4) Drug 1: C1=NC(=NC(=O)N1C2C(C(C(O2)CO)O)O)N. Drug 2: N.N.Cl[Pt+2]Cl. Cell line: SW-620. Synergy scores: CSS=55.1, Synergy_ZIP=-2.27, Synergy_Bliss=-0.0864, Synergy_Loewe=-12.5, Synergy_HSA=5.91.